This data is from Catalyst prediction with 721,799 reactions and 888 catalyst types from USPTO. The task is: Predict which catalyst facilitates the given reaction. (1) Reactant: C[O:2][C:3](=[O:26])[CH:4]([C:12]1[CH:17]=[CH:16][C:15]([S:18]([CH3:21])(=[O:20])=[O:19])=[C:14]([C:22]([F:25])([F:24])[F:23])[CH:13]=1)[CH2:5][CH:6]1[CH2:11][CH2:10][CH2:9][CH2:8][CH2:7]1.[OH-].[Na+]. Product: [CH:6]1([CH2:5][CH:4]([C:12]2[CH:17]=[CH:16][C:15]([S:18]([CH3:21])(=[O:20])=[O:19])=[C:14]([C:22]([F:25])([F:23])[F:24])[CH:13]=2)[C:3]([OH:26])=[O:2])[CH2:11][CH2:10][CH2:9][CH2:8][CH2:7]1. The catalyst class is: 8. (2) Reactant: [N+:1]([C:4]1[CH:5]=[CH:6][C:7]2[C:8]3[N:16]=[C:15]([C:17]4[CH:22]=[CH:21][CH:20]=[C:19]([C:23]([F:26])([F:25])[F:24])[CH:18]=4)[CH:14]=[C:13]([C:27]([O:29]C)=O)[C:9]=3[NH:10][C:11]=2[CH:12]=1)([O-:3])=[O:2].[NH3:31]. Product: [N+:1]([C:4]1[CH:5]=[CH:6][C:7]2[C:8]3[N:16]=[C:15]([C:17]4[CH:22]=[CH:21][CH:20]=[C:19]([C:23]([F:25])([F:24])[F:26])[CH:18]=4)[CH:14]=[C:13]([C:27]([NH2:31])=[O:29])[C:9]=3[NH:10][C:11]=2[CH:12]=1)([O-:3])=[O:2]. The catalyst class is: 5. (3) Reactant: [CH:1]1([N:4]2[C:13]3[C:8](=[CH:9][CH:10]=[CH:11][CH:12]=3)[N:7]([C:14]([C@H:16]3[NH:20][C:19](=[O:21])[CH2:18][CH2:17]3)=[O:15])[CH2:6][CH2:5]2)[CH2:3][CH2:2]1.[H-].[Na+].Br[CH2:25][C:26]1[CH:31]=[C:30]([Cl:32])[CH:29]=[CH:28][C:27]=1[Cl:33]. Product: [CH:1]1([N:4]2[C:13]3[C:8](=[CH:9][CH:10]=[CH:11][CH:12]=3)[N:7]([C:14]([C@H:16]3[N:20]([CH2:25][C:26]4[CH:31]=[C:30]([Cl:32])[CH:29]=[CH:28][C:27]=4[Cl:33])[C:19](=[O:21])[CH2:18][CH2:17]3)=[O:15])[CH2:6][CH2:5]2)[CH2:2][CH2:3]1. The catalyst class is: 56. (4) Reactant: C([Li])CCC.[C:6]([O:10][C:11](=[O:40])[N:12]([C:14]1[CH:19]=[C:18]([CH3:20])[C:17]([CH2:21][CH:22]([S:26]([N:29]2[CH2:38][CH2:37][C:32]3([O:36][CH2:35][CH2:34][O:33]3)[CH2:31][CH2:30]2)(=[O:28])=[O:27])[CH2:23][CH2:24]Cl)=[C:16]([CH3:39])[CH:15]=1)[CH3:13])([CH3:9])([CH3:8])[CH3:7].[Cl-].[NH4+]. Product: [C:6]([O:10][C:11](=[O:40])[N:12]([C:14]1[CH:19]=[C:18]([CH3:20])[C:17]([CH2:21][C:22]2([S:26]([N:29]3[CH2:38][CH2:37][C:32]4([O:36][CH2:35][CH2:34][O:33]4)[CH2:31][CH2:30]3)(=[O:28])=[O:27])[CH2:24][CH2:23]2)=[C:16]([CH3:39])[CH:15]=1)[CH3:13])([CH3:9])([CH3:8])[CH3:7].[O:33]1[C:32]2([CH2:31][CH2:30][N:29]([S:26]([C:22]3([CH2:21][C:17]4[C:18]([CH3:20])=[CH:19][C:14]([NH:12][CH3:13])=[CH:15][C:16]=4[CH3:39])[CH2:23][CH2:24]3)(=[O:27])=[O:28])[CH2:38][CH2:37]2)[O:36][CH2:35][CH2:34]1. The catalyst class is: 1. (5) The catalyst class is: 72. Reactant: Cl.[Cl:2][C:3]1[CH:8]=[CH:7][CH:6]=[CH:5][C:4]=1[CH:9]([NH2:14])[CH2:10][N+:11]([O-:13])=[O:12].[O-:15][C:16]#[N:17].[K+]. Product: [Cl:2][C:3]1[CH:8]=[CH:7][CH:6]=[CH:5][C:4]=1[CH:9]([NH:14][C:16]([NH2:17])=[O:15])[CH2:10][N+:11]([O-:13])=[O:12].